Dataset: Reaction yield outcomes from USPTO patents with 853,638 reactions. Task: Predict the reaction yield, written as a fraction of the theoretical maximum amount of product (1.0 means a 100% yield; for example, 0.34 means a 34% yield). (1) The product is [Cl:1][C:2]1[CH:3]=[C:4]([CH:36]=[CH:37][C:38]=1[O:39][CH2:40][C:41]1[CH:46]=[CH:45][CH:44]=[CH:43][N:42]=1)[NH:5][C:6]1[C:15]2[C:10](=[CH:11][C:12]([O:31][CH2:32][CH3:33])=[C:13]([NH:16][C:17](=[O:30])/[CH:18]=[CH:19]/[CH2:20][NH:21][CH3:22])[CH:14]=2)[N:9]=[CH:8][C:7]=1[C:34]#[N:35]. The yield is 0.440. The reactants are [Cl:1][C:2]1[CH:3]=[C:4]([CH:36]=[CH:37][C:38]=1[O:39][CH2:40][C:41]1[CH:46]=[CH:45][CH:44]=[CH:43][N:42]=1)[NH:5][C:6]1[C:15]2[C:10](=[CH:11][C:12]([O:31][CH2:32][CH3:33])=[C:13]([NH:16][C:17](=[O:30])/[CH:18]=[CH:19]/[CH2:20][NH:21][CH2:22]C(OC(C)(C)C)=O)[CH:14]=2)[N:9]=[CH:8][C:7]=1[C:34]#[N:35].Cl.[OH-].[Na+]. The catalyst is CO.C(OCC)(=O)C. (2) The reactants are CC(C)([O-])C.[K+].[C:7]([O:10][CH2:11][CH2:12][CH:13]([CH3:17])[CH2:14][CH:15]=O)(=[O:9])[CH3:8].[CH2:18]1[CH2:22]O[CH2:20][CH2:19]1. The catalyst is [Br-].C([P+](C1C=CC=CC=1)(C1C=CC=CC=1)C1C=CC=CC=1)CCC. The product is [C:7]([O:10][CH2:11][CH2:12][CH:13]([CH3:17])[CH2:14]/[CH:15]=[CH:22]\[CH2:18][CH2:19][CH3:20])(=[O:9])[CH3:8]. The yield is 0.780. (3) The reactants are C[C@H]1O[C@H]([O:8][CH:9]2[C@@H:14]([OH:15])[C@@H:13]([OH:16])[CH:12]([OH:17])[C@H:11]([OH:18])[C@H:10]2[OH:19])[C@@H](N)C[C@@H]1N=C(N)C(O)=O.Cl.FC(F)(F)C(O)=O.[Mn]([O-])(=O)(=O)=O.[K+].C[C@H]1O[C@H](O[C@@H]2[C@@H](O)[C@@H](O)[C@H](O)[C@H](O)[C@H]2O)[C@@H](N)C[C@@H]1NC(C(O)=O)=N. The catalyst is O.C(O)(=O)C. The product is [CH:9]1([OH:8])[CH:10]([OH:19])[CH:11]([OH:18])[CH:12]([OH:17])[CH:13]([OH:16])[CH:14]1[OH:15]. The yield is 0.200. (4) The reactants are Cl[C:2]1[N:7]=[C:6]([N:8]2[CH2:14][CH:13]3[O:15][CH:10]([CH2:11][CH2:12]3)[CH2:9]2)[CH:5]=[CH:4][N:3]=1.[NH2:16][C:17]1[CH:22]=[CH:21][C:20](B(O)O)=[CH:19][CH:18]=1.C([O-])([O-])=O.[Na+].[Na+]. The catalyst is C1(C)C=CC=CC=1.CCO. The product is [CH:10]12[O:15][CH:13]([CH2:12][CH2:11]1)[CH2:14][N:8]([C:6]1[CH:5]=[CH:4][N:3]=[C:2]([C:20]3[CH:21]=[CH:22][C:17]([NH2:16])=[CH:18][CH:19]=3)[N:7]=1)[CH2:9]2. The yield is 0.820. (5) The reactants are F[C:2]1[CH:9]=[CH:8][C:7]([N+:10]([O-:12])=[O:11])=[CH:6][C:3]=1[C:4]#[N:5].[F:13][C:14]1[CH:15]=[C:16]([CH:19]=[CH:20][CH:21]=1)[CH2:17][OH:18].C([O-])([O-])=O.[K+].[K+]. The catalyst is CC(N(C)C)=O.CO. The product is [F:13][C:14]1[CH:15]=[C:16]([CH:19]=[CH:20][CH:21]=1)[CH2:17][O:18][C:2]1[CH:9]=[CH:8][C:7]([N+:10]([O-:12])=[O:11])=[CH:6][C:3]=1[C:4]#[N:5]. The yield is 0.800.